This data is from Full USPTO retrosynthesis dataset with 1.9M reactions from patents (1976-2016). The task is: Predict the reactants needed to synthesize the given product. (1) Given the product [CH2:1]([N:8]=[C:16]1[CH2:17][CH2:18][C:13]2([O:12][CH2:11][CH2:10][O:9]2)[CH2:14][CH2:15]1)[C:2]1[CH:7]=[CH:6][CH:5]=[CH:4][CH:3]=1, predict the reactants needed to synthesize it. The reactants are: [CH2:1]([NH2:8])[C:2]1[CH:7]=[CH:6][CH:5]=[CH:4][CH:3]=1.[O:9]1[C:13]2([CH2:18][CH2:17][C:16](=O)[CH2:15][CH2:14]2)[O:12][CH2:11][CH2:10]1. (2) Given the product [N+:1]([C:4]1[CH:5]=[C:6]([CH:20]=[CH:21][CH:22]=1)[CH2:7][NH:8][S:9]([NH:12][CH2:13][CH3:23])(=[O:11])=[O:10])([O-:3])=[O:2], predict the reactants needed to synthesize it. The reactants are: [N+:1]([C:4]1[CH:5]=[C:6]([CH:20]=[CH:21][CH:22]=1)[CH2:7][NH:8][S:9]([NH:12][C:13](=O)OC(C)(C)C)(=[O:11])=[O:10])([O-:3])=[O:2].[C:23]1(P(C2C=CC=CC=2)C2C=CC=CC=2)C=CC=CC=1.N(C(OC(C)C)=O)=NC(OC(C)C)=O. (3) Given the product [O:27]1[C:23]2[CH:22]=[CH:21][C:20]([C:18](=[O:19])[CH2:17][CH2:16][C:15]([NH:14][C:4]3[CH:3]=[C:2]([C:65]4[CH:64]=[N:63][N:62]([CH3:61])[CH:66]=4)[CH:7]=[C:6]([C:8]4[CH:13]=[CH:12][CH:11]=[CH:10][CH:9]=4)[N:5]=3)=[O:29])=[CH:28][C:24]=2[CH2:25][CH2:26]1, predict the reactants needed to synthesize it. The reactants are: Cl[C:2]1[CH:7]=[C:6]([C:8]2[CH:13]=[CH:12][CH:11]=[CH:10][CH:9]=2)[N:5]=[C:4]([NH:14][C:15](=[O:29])[CH2:16][CH2:17][C:18]([C:20]2[CH:21]=[CH:22][C:23]3[O:27][CH2:26][CH2:25][C:24]=3[CH:28]=2)=[O:19])[CH:3]=1.C1(C2C=CC=CC=2)C=CC=CC=1P(C1CCCCC1)C1CCCCC1.C(=O)([O-])[O-].[K+].[K+].[CH3:61][N:62]1[CH:66]=[C:65](B2OC(C)(C)C(C)(C)O2)[CH:64]=[N:63]1. (4) Given the product [CH2:21]([O:20][C:18]([NH:17]/[C:16](=[CH:38]/[CH2:37][CH2:36][C:35]([CH3:40])([N+:41]([O-:43])=[O:42])[CH3:34])/[C:14]([O:13][CH3:12])=[O:15])=[O:19])[C:22]1[CH:23]=[CH:24][CH:25]=[CH:26][CH:27]=1, predict the reactants needed to synthesize it. The reactants are: C1CCN2C(=NCCC2)CC1.[CH3:12][O:13][C:14]([CH:16](P(OC)(OC)=O)[NH:17][C:18]([O:20][CH2:21][C:22]1[CH:27]=[CH:26][CH:25]=[CH:24][CH:23]=1)=[O:19])=[O:15].[CH3:34][C:35]([N+:41]([O-:43])=[O:42])([CH3:40])[CH2:36][CH2:37][CH:38]=O.